This data is from Forward reaction prediction with 1.9M reactions from USPTO patents (1976-2016). The task is: Predict the product of the given reaction. (1) The product is: [Br:18][CH2:16][C:15]([C:12]1[CH:13]=[CH:14][C:9]([O:8][CH2:1][CH2:2][CH2:3][CH2:4][CH2:5][CH2:6][CH3:7])=[CH:10][CH:11]=1)=[O:17]. Given the reactants [CH2:1]([O:8][C:9]1[CH:14]=[CH:13][C:12]([C:15](=[O:17])[CH3:16])=[CH:11][CH:10]=1)[CH2:2][CH2:3][CH2:4][CH2:5][CH2:6][CH3:7].[Br-:18].[Br-].[Br-].C1([N+](C)(C)C)C=CC=CC=1.C1([N+](C)(C)C)C=CC=CC=1.C1([N+](C)(C)C)C=CC=CC=1, predict the reaction product. (2) Given the reactants [OH-].[Na+].Br.[CH3:4][NH:5][CH2:6][CH2:7][C:8]1[CH:13]=[CH:12][C:11]([OH:14])=[CH:10][CH:9]=1, predict the reaction product. The product is: [CH3:4][NH:5][CH2:6][CH2:7][C:8]1[CH:13]=[CH:12][C:11]([OH:14])=[CH:10][CH:9]=1. (3) Given the reactants [F:1][C:2]1[C:3]([NH:28][C@H:29]2[CH2:34][CH2:33][CH2:32][C@@H:31]([NH:35][C:36]([N:38]3[CH2:42][CH2:41][CH2:40][CH2:39]3)=[O:37])[CH2:30]2)=[N:4][C:5]([C:8]2[C:16]3[C:11](=[N:12][CH:13]=[C:14]([F:17])[CH:15]=3)[N:10](S(C3C=CC(C)=CC=3)(=O)=O)[CH:9]=2)=[N:6][CH:7]=1.C[O-].[Na+].C([O-])(O)=O.[Na+], predict the reaction product. The product is: [F:1][C:2]1[C:3]([NH:28][C@H:29]2[CH2:34][CH2:33][CH2:32][C@@H:31]([NH:35][C:36]([N:38]3[CH2:42][CH2:41][CH2:40][CH2:39]3)=[O:37])[CH2:30]2)=[N:4][C:5]([C:8]2[C:16]3[C:11](=[N:12][CH:13]=[C:14]([F:17])[CH:15]=3)[NH:10][CH:9]=2)=[N:6][CH:7]=1.